Dataset: Reaction yield outcomes from USPTO patents with 853,638 reactions. Task: Predict the reaction yield, written as a fraction of the theoretical maximum amount of product (1.0 means a 100% yield; for example, 0.34 means a 34% yield). (1) The reactants are [C:1]([NH:4][C:5]1[CH:10]=[CH:9][N:8]=[C:7]([C:11]2[CH:12]=[N:13][C:14]([N:17]3[C:25]4[C:20](=[CH:21][CH:22]=[C:23]([C:26]([O:28]C)=[O:27])[CH:24]=4)[C:19]4([CH2:31][CH2:30]4)[CH2:18]3)=[N:15][CH:16]=2)[CH:6]=1)(=[O:3])[CH3:2].[OH-].[Na+]. The catalyst is C1COCC1.CO.O. The product is [C:1]([NH:4][C:5]1[CH:10]=[CH:9][N:8]=[C:7]([C:11]2[CH:12]=[N:13][C:14]([N:17]3[C:25]4[C:20](=[CH:21][CH:22]=[C:23]([C:26]([OH:28])=[O:27])[CH:24]=4)[C:19]4([CH2:30][CH2:31]4)[CH2:18]3)=[N:15][CH:16]=2)[CH:6]=1)(=[O:3])[CH3:2]. The yield is 0.980. (2) The reactants are [C:1]([S@@:5]([NH2:7])=[O:6])([CH3:4])([CH3:3])[CH3:2].[Cl:8][C:9]1[CH:14]=[CH:13][C:12]([N:15]2[CH:19]=[C:18]([CH:20]=O)[N:17]=[CH:16]2)=[CH:11][CH:10]=1.CCOC(C)=O.CCCCCCC. The catalyst is ClCCCl.[O-]S([O-])(=O)=O.[Cu+2]. The product is [Cl:8][C:9]1[CH:10]=[CH:11][C:12]([N:15]2[CH:19]=[C:18](/[CH:20]=[N:7]/[S@:5]([C:1]([CH3:4])([CH3:3])[CH3:2])=[O:6])[N:17]=[CH:16]2)=[CH:13][CH:14]=1. The yield is 0.282. (3) The reactants are [NH2:1][C:2]1[S:3][C:4]([S:7][C:8]#[N:9])=[CH:5][N:6]=1.N1C=CC=CC=1.[C:16](OC(=O)C)(=[O:18])[CH3:17]. The catalyst is C(Cl)Cl. The product is [C:16]([NH:1][C:2]1[S:3][C:4]([S:7][C:8]#[N:9])=[CH:5][N:6]=1)(=[O:18])[CH3:17]. The yield is 0.760. (4) The reactants are C([N:3]1CC[CH:6](C(O)=O)[CH2:5][CH2:4]1)C.[CH2:12]([O:14][C:15]([CH:17]1[CH2:22][CH2:21][NH:20][CH2:19][CH2:18]1)=[O:16])[CH3:13].C(#N)C=C. The catalyst is C(O)(C)C. The product is [CH2:12]([O:14][C:15]([CH:17]1[CH2:22][CH2:21][N:20]([CH2:6][CH2:5][C:4]#[N:3])[CH2:19][CH2:18]1)=[O:16])[CH3:13]. The yield is 1.00.